This data is from Forward reaction prediction with 1.9M reactions from USPTO patents (1976-2016). The task is: Predict the product of the given reaction. (1) Given the reactants Cl[C:2]1[N:7]=[CH:6][C:5]2[C:8]([N:14]3[CH2:20][C:16]4([CH2:19][O:18][CH2:17]4)[CH2:15]3)=[N:9][N:10]([CH:11]([CH3:13])[CH3:12])[C:4]=2[CH:3]=1.F[C@H]1[C@@H](OC)CC[N:24](C2N=C(N)C=CN=2)C1.C1(P(C2CCCCC2)C2C=CC=CC=2C2C(C(C)C)=CC(C(C)C)=CC=2C(C)C)CCCCC1.C(=O)([O-])[O-].[Cs+].[Cs+], predict the reaction product. The product is: [CH:11]([N:10]1[C:4]2[CH:3]=[C:2]([NH2:24])[N:7]=[CH:6][C:5]=2[C:8]([N:14]2[CH2:20][C:16]3([CH2:19][O:18][CH2:17]3)[CH2:15]2)=[N:9]1)([CH3:13])[CH3:12]. (2) Given the reactants BrC1C=C2C(C=CN=C2)=CC=1[Cl:12].[Br:13][C:14]1[CH:23]=[C:22]2[C:17]([CH:18]=[CH:19][N:20]=[CH:21]2)=[CH:16][C:15]=1[S:24][CH2:25][CH:26]1[CH2:31][CH2:30][CH2:29][NH:28][CH2:27]1.C(OC(N1CCCC(CBr)C1)=O)(C)(C)C.Cl, predict the reaction product. The product is: [ClH:12].[Br:13][C:14]1[CH:23]=[C:22]2[C:17]([CH:18]=[CH:19][N:20]=[CH:21]2)=[CH:16][C:15]=1[S:24][CH2:25][CH:26]1[CH2:31][CH2:30][CH2:29][NH:28][CH2:27]1. (3) Given the reactants [CH2:1]([O:8][C:9]1[CH:14]=[CH:13][C:12]([CH3:15])=[CH:11][C:10]=1[N+:16]([O-])=O)[C:2]1[CH:7]=[CH:6][CH:5]=[CH:4][CH:3]=1, predict the reaction product. The product is: [CH2:1]([O:8][C:9]1[CH:14]=[CH:13][C:12]([CH3:15])=[CH:11][C:10]=1[NH2:16])[C:2]1[CH:3]=[CH:4][CH:5]=[CH:6][CH:7]=1. (4) Given the reactants [C:1]([C:5]1[CH:6]=[C:7]([NH:11][C:12](=[O:25])[C:13]2[CH:18]=[CH:17][C:16]([N:19]3[CH2:24][CH2:23][NH:22][CH2:21][CH2:20]3)=[N:15][CH:14]=2)[CH:8]=[CH:9][CH:10]=1)([CH3:4])([CH3:3])[CH3:2].Br[C:27]1[CH:28]=[C:29]([CH:33]=[CH:34][CH:35]=1)[C:30]([OH:32])=[O:31].C(C1C=C(NC(C2C=CC(N3CCN(C4C=CC(C(O)=O)=CC=4)CC3)=C(F)C=2)=O)C=CC=1)(C)(C)C, predict the reaction product. The product is: [C:1]([C:5]1[CH:6]=[C:7]([NH:11][C:12]([C:13]2[CH:18]=[CH:17][C:16]([N:19]3[CH2:24][CH2:23][N:22]([C:27]4[CH:28]=[C:29]([CH:33]=[CH:34][CH:35]=4)[C:30]([OH:32])=[O:31])[CH2:21][CH2:20]3)=[N:15][CH:14]=2)=[O:25])[CH:8]=[CH:9][CH:10]=1)([CH3:4])([CH3:2])[CH3:3].